Dataset: Experimentally validated miRNA-target interactions with 360,000+ pairs, plus equal number of negative samples. Task: Binary Classification. Given a miRNA mature sequence and a target amino acid sequence, predict their likelihood of interaction. (1) The miRNA is ssc-miR-126-5p with sequence CAUUAUUACUUUUGGUACGCG. The protein sequence of the target gene is MAPEDHEGATSLLQSFERRFLAARALPSFPWQSLEEKLKDPSGSELLLAILQRTVKHPVCVQHGPSVKYARCFLSKLIKKHEAVPTEPLDALYEALAEVLMTQESTQCHRSYLLPSGNSVTLSESTAIVSHGTTGLVTWDAALYLAEWAIENPAAFTDRTILELGSGAGLTGLAICKACCPRAYIFSDCHAQVLEQLRGNVLLNGFSLEPHTPIDAGSSKVTVAQLDWDEVTASQLSAFQADVVIAADVLYCWEMTLSLVRVLKMLEDCQRKSAPDVYVAYTIRSQDTGKLFIEELDRAG.... Result: 0 (no interaction). (2) The miRNA is hsa-miR-7849-3p with sequence GACAAUUGUUGAUCUUGGGCCU. The protein sequence of the target gene is MDSVAFEDVAVNFTLEEWALLDPSQKNLYRDVMRETFRNLASVGKQWEDQNIEDPFKIPRRNISHIPERLCESKEGGQGEETFSQIPDGILNKKTPGVKPCESSVCGEVGMGPSSLNRHIRDHTGREPNEYQEYGKKSYTRNQCGRALSYHRSFPVRERTHPGGKPYDCKECGETFISLVSIRRHMLTHRGGVPYKCKVCGKAFDYPSLFRIHERSHTGEKPYECKQCGKAFSCSSYIRIHERTHTGDKPYECKQCGKAFSCSKYIRIHERTHTGEKPYECKQCGKAFRCASSVRSHERT.... Result: 0 (no interaction). (3) The miRNA is mmu-miR-207 with sequence GCUUCUCCUGGCUCUCCUCCCUC. The protein sequence of the target gene is MDSPEVTFTLAYLVFAVCFVFTPNEFHAAGLTVQNLLSGWLGSEDAAFVPFHLRRTAATLLCHSLLPLGYYVGMCLAASEKRLHALSQAPEAWRLFLLLAVTLPSIACILIYYWSRDRWACHPLARTLALYALPQSGWQAVASSVNTEFRRIDKFATGAPGARVIVTDTWVMKVTTYRVHVAQQQDVHLTVTESRQHELSPDSNLPVQLLTIRVASTNPAVQAFDIWLNSTEYGELCEKLRAPIRRAAHVVIHQSLGDLFLETFASLVEVNPAYSVPSSQELEACIGCMQTRASVKLVKT.... Result: 0 (no interaction). (4) The miRNA is mmu-miR-541-5p with sequence AAGGGAUUCUGAUGUUGGUCACACU. The protein sequence of the target gene is MEEGFRDRAAFIRGAKDIAKEVKKHAAKKVVKGLDRVQDEYSRRSYSRFEEEDDDDDFPAPADGYYRGEGAQDEEEGGASSDATEGHDEDDEIYEGEYQGIPRAESGGKGERMADGAPLAGVRGGLSDGEGPPGGRGEAQRRKDREELAQQYETILRECGHGRFQWTLYFVLGLALMADGVEVFVVGFVLPSAEKDMCLSDSNKGMLGLIVYLGMMVGAFLWGGLADRLGRRQCLLISLSVNSVFAFFSSFVQGYGTFLFCRLLSGVGIGGSIPIVFSYFSEFLAQEKRGEHLSWLCMFW.... Result: 1 (interaction). (5) The miRNA is mmu-miR-493-3p with sequence UGAAGGUCCUACUGUGUGCCAGG. The protein sequence of the target gene is MAASISGYTFSAVCFHSANSNADHEGFLLGEVRQEETFSISDSQISNTEFLQVIEIHNHQPCSKLFSFYDYASKVNEESLDRILKDRRKKVIGWYRFRRNTQQQMSYREQVLHKQLTRILGVPDLVFLLFSFISTANNSTHALEYVLFRPNRRYNQRISLAIPNLGNTSQQEYKVSSVPNTSQSYAKVIKEHGTDFFDKDGVMKDIRAIYQVYNALQEKVQAVCADVEKSERVVESCQAEVNKLRRQITQRKNEKEQERRLQQAVLSRQMPSESLDPAFSPRMPSSGFAAEGRSTLGDAE.... Result: 0 (no interaction). (6) The miRNA is hsa-miR-4776-3p with sequence CUUGCCAUCCUGGUCCACUGCAU. The protein sequence of the target gene is MSRRKQAKPQHFQSDPEVASLPRRDGDTEKGQPSRPTKSKDAHVCGRCCAEFFELSDLLLHKKNCTKNQLVLIVNENPASPPETFSPSPPPDNPDEQMNDTVNKTDQVDCSDLSEHNGLDREESMEVEAPVANKSGSGTSSGSHSSTAPSSSSSSSSSSGGGGSSSTGTSAITTSLPQLGDLTTLGNFSVINSNVIIENLQSTKVAVAQFSQEARCGGASGGKLAVPALMEQLLALQQQQIHQLQLIEQIRHQILLLASQNADLPTSSSPSQGTLRTSANPLSTLSSHLSQQLAAAAGLA.... Result: 1 (interaction). (7) The miRNA is hsa-miR-769-3p with sequence CUGGGAUCUCCGGGGUCUUGGUU. The protein sequence of the target gene is MDIRKFFGVISSGKKPVNETVKNEKTKASEGTVKGKKGVKEAKVNNSGKEDASKPKQHSKKKRIIYDSDSESEETVQVKNAKKKSEKLSLSYKPGKVSQKDPVTYVSETDEDDDFVCKKAASKSKENGVSTNSYLGTSNVKKNEENVKTKNKPLSPIKLTPTSVLDYFGTESVQRSGKKMVTSKRKESSQNTEDSRLNDEAIAKQLQLDEDAELERQLHEDEEFARTLALLDEEPKIKKARKDSEEGEESFSSVQDDLSKAEKQKSPNKAELFSTARKTYSPAKHGKGRASEDAKQPCKS.... Result: 0 (no interaction). (8) The miRNA is cel-miR-1019-3p with sequence CUGUAAUUCCACAUUGCUUUCCAG. The protein sequence of the target gene is MEQCACVERELDKVLQKFLTYGQHCERSLEELLHYVGQLRAELASAALQGTPLSATLSLVMSQCCRKIKDTVQKLASDHKDIHSSVSRVGKAIDRNFDSEICGVVSDAVWDAREQQQQILQMAIVEHLYQQGMLSVAEELCQESTLNVDLDFKQPFLELNRILEALHEQDLGPALEWAVSHRQRLLELNSSLEFKLHRLHFIRLLAGGPAKQLEALSYARHFQPFARLHQREIQVMMGSLVYLRLGLEKSPYCHLLDSSHWAEICETFTRDACSLLGLSVESPLSVSFASGCVALPVLMN.... Result: 0 (no interaction). (9) The miRNA is hsa-miR-8088 with sequence CCUCGGUACUGGAAAGGGGUA. The protein sequence of the target gene is MNPSTPSYPTASLYVGDLHPDVTEAMLYEKFSPAGPILSIRICRDLITSGSSNYAYVNFQHTKDAEHALDTMNFDVIKGKPVRIMWSQRDPSLRKSGVGNIFVKNLDKSINNKALYDTVSAFGNILSCNVVCDENGSKGYGFVHFETHEAAERAIKKMNGMLLNGRKVFVGQFKSRKEREAELGARAKEFPNVYIKNFGEDMDDERLKDLFGKFGPALSVKVMTDESGKSKGFGFVSFERHEDAQKAVDEMNGKELNGKQIYVGRAQKKVERQTELKRTFEQMKQDRITRYQVVNLYVKN.... Result: 1 (interaction). (10) The miRNA is mmu-miR-30a-3p with sequence CUUUCAGUCGGAUGUUUGCAGC. The protein sequence of the target gene is MSSGNAKIGYPAPNFKATAVMPDGQFKDISLSEYKGKYVVFFFYPLDFTFVCPTEIIAFSDRADEFKKLNCQVIGASVDSHFCHLAWINTPKKQGGLGPMNIPLISDPKRTIAQDYGVLKADEGISFRGLFIIDDKGILRQITINDLPVGRSVDEIIRLVQAFQFTDKHGEVCPAGWKPGSDTIKPDVNKSKEYFSKQK. Result: 0 (no interaction).